This data is from Full USPTO retrosynthesis dataset with 1.9M reactions from patents (1976-2016). The task is: Predict the reactants needed to synthesize the given product. (1) Given the product [C:1]1([C:7]2[CH:12]=[C:11]([O:13][C:14]3[CH:15]=[CH:16][C:17]([NH:18][C:35]([NH:34][C:31]4[CH:32]=[CH:33][C:28]([F:27])=[CH:29][CH:30]=4)=[O:36])=[CH:19][CH:20]=3)[CH:10]=[CH:9][N:8]=2)[CH:2]=[CH:3][CH:4]=[CH:5][CH:6]=1, predict the reactants needed to synthesize it. The reactants are: [C:1]1([C:7]2[CH:12]=[C:11]([O:13][C:14]3[CH:20]=[CH:19][C:17]([NH2:18])=[CH:16][CH:15]=3)[CH:10]=[CH:9][N:8]=2)[CH:6]=[CH:5][CH:4]=[CH:3][CH:2]=1.C(OCC)(=O)C.[F:27][C:28]1[CH:33]=[CH:32][C:31]([N:34]=[C:35]=[O:36])=[CH:30][CH:29]=1. (2) The reactants are: [Cl:1][C:2]1[N:3]=[C:4]([C:9]([NH:11][C@@H:12]2[CH2:17][CH2:16][N:15]([C:18](OC(C)(C)C)=O)[CH2:14][C@H:13]2[NH:25][CH2:26][CH3:27])=[O:10])[NH:5][C:6]=1[CH2:7][CH3:8].Cl.O1CCOCC1.BrC1[S:37][C:38]2[C:44]([C:45]([O:47][CH2:48][CH3:49])=[O:46])=[CH:43][CH:42]=[CH:41][C:39]=2[N:40]=1.C(=O)([O-])[O-].[Na+].[Na+]. Given the product [Cl:1][C:2]1[N:3]=[C:4]([C:9]([NH:11][C@@H:12]2[CH2:17][CH2:16][N:15]([C:18]3[S:37][C:38]4[C:44]([C:45]([O:47][CH2:48][CH3:49])=[O:46])=[CH:43][CH:42]=[CH:41][C:39]=4[N:40]=3)[CH2:14][C@H:13]2[NH:25][CH2:26][CH3:27])=[O:10])[NH:5][C:6]=1[CH2:7][CH3:8], predict the reactants needed to synthesize it. (3) Given the product [C:42]([O:11][C:10]([N:7]1[CH2:6][CH2:5][CH:4]([N:1]2[CH:26]=[C:25]([CH2:24][O:23][C:20]3[CH:21]=[CH:22][C:17]([S:14]([CH3:13])(=[O:15])=[O:16])=[CH:18][CH:19]=3)[N:3]=[N:2]2)[CH2:9][CH2:8]1)=[O:12])([CH3:44])([CH3:43])[CH3:41], predict the reactants needed to synthesize it. The reactants are: [N:1]([CH:4]1[CH2:9][CH2:8][N:7]([C:10]([OH:12])=[O:11])[CH2:6][CH2:5]1)=[N+:2]=[N-:3].[CH3:13][S:14]([C:17]1[CH:22]=[CH:21][C:20]([O:23][CH2:24][C:25]#[CH:26])=[CH:19][CH:18]=1)(=[O:16])=[O:15].O=C1O[C@H]([C@H](CO)O)C([O-])=C1O.[Na+].O.[CH3:41][C:42](O)([CH3:44])[CH3:43]. (4) Given the product [S:14]1[CH:18]=[CH:17][C:16]([C:2]2[CH:3]=[C:4]([N:8]3[CH2:13][CH2:12][NH:11][CH2:10][CH2:9]3)[CH:5]=[CH:6][CH:7]=2)=[CH:15]1, predict the reactants needed to synthesize it. The reactants are: Br[C:2]1[CH:3]=[C:4]([N:8]2[CH2:13][CH2:12][NH:11][CH2:10][CH2:9]2)[CH:5]=[CH:6][CH:7]=1.[S:14]1[CH:18]=[CH:17][C:16](B(O)O)=[CH:15]1.C(=O)([O-])[O-].[Na+].[Na+].C1(C)C=CC=CC=1. (5) Given the product [F:23][C:20]1[CH:21]=[CH:22][C:17]([C:4]2[NH:5][CH:6]=[C:2]([C:42]3[CH2:43][CH2:44][N:45]4[C@H:40]([CH:41]=3)[CH2:39][C@@H:38]([C:32]3[CH:33]=[CH:34][CH:35]=[CH:36][CH:37]=3)[CH2:46]4)[C:3]=2[C:26]2[CH:27]=[CH:28][N:29]=[CH:30][CH:31]=2)=[CH:18][C:19]=1[O:24][CH3:25], predict the reactants needed to synthesize it. The reactants are: Br[C:2]1[C:3]([C:26]2[CH:31]=[CH:30][N:29]=[CH:28][CH:27]=2)=[C:4]([C:17]2[CH:22]=[CH:21][C:20]([F:23])=[C:19]([O:24][CH3:25])[CH:18]=2)[N:5]([Si](C(C)C)(C(C)C)C(C)C)[CH:6]=1.[C:32]1([C@H:38]2[CH2:46][N:45]3[C@H:40]([CH2:41][C:42](=O)[CH2:43][CH2:44]3)[CH2:39]2)[CH:37]=[CH:36][CH:35]=[CH:34][CH:33]=1.C(N)(C)C. (6) Given the product [F:24][C:16]1[CH:15]=[C:14]([C:9]2[N:8]([C:5]3[CH:6]=[CH:7][C:2]([C:26]4[O:25][CH:29]=[CH:28][CH:27]=4)=[CH:3][CH:4]=3)[C:12]([CH3:13])=[CH:11][CH:10]=2)[CH:19]=[CH:18][C:17]=1[S:20]([CH3:23])(=[O:22])=[O:21], predict the reactants needed to synthesize it. The reactants are: Br[C:2]1[CH:7]=[CH:6][C:5]([N:8]2[C:12]([CH3:13])=[CH:11][CH:10]=[C:9]2[C:14]2[CH:19]=[CH:18][C:17]([S:20]([CH3:23])(=[O:22])=[O:21])=[C:16]([F:24])[CH:15]=2)=[CH:4][CH:3]=1.[O:25]1[CH:29]=[CH:28][CH:27]=[C:26]1B(O)O.C([O-])(O)=O.[Na+]. (7) Given the product [CH3:1][O:2][C:3](=[O:12])[C:4]1[CH:9]=[CH:8][C:7]([CH2:18][O:19][CH3:20])=[N:6][C:5]=1[NH2:11], predict the reactants needed to synthesize it. The reactants are: [CH3:1][O:2][C:3](=[O:12])[C:4]1[CH:9]=[CH:8][C:7](Cl)=[N:6][C:5]=1[NH2:11].C([Sn](CCCC)(CCCC)[CH2:18][O:19][CH3:20])CCC.[F-].[K+]. (8) Given the product [NH:28]1[C:36]2[C:31](=[CH:32][CH:33]=[C:34]([C:2]3[CH:27]=[CH:26][C:5]4[N:6]=[C:7]([C:9]5[N:13]([CH2:14][O:15][CH2:16][CH2:17][Si:18]([CH3:20])([CH3:19])[CH3:21])[C:12]6[CH:22]=[CH:23][CH:24]=[CH:25][C:11]=6[N:10]=5)[O:8][C:4]=4[CH:3]=3)[CH:35]=2)[CH:30]=[N:29]1, predict the reactants needed to synthesize it. The reactants are: Br[C:2]1[CH:27]=[CH:26][C:5]2[N:6]=[C:7]([C:9]3[N:13]([CH2:14][O:15][CH2:16][CH2:17][Si:18]([CH3:21])([CH3:20])[CH3:19])[C:12]4[CH:22]=[CH:23][CH:24]=[CH:25][C:11]=4[N:10]=3)[O:8][C:4]=2[CH:3]=1.[NH:28]1[C:36]2[C:31](=[CH:32][CH:33]=[C:34](B(O)O)[CH:35]=2)[CH:30]=[N:29]1.C(O)CCC.[F-].[Cs+].